From a dataset of Catalyst prediction with 721,799 reactions and 888 catalyst types from USPTO. Predict which catalyst facilitates the given reaction. (1) Reactant: [CH2:1]([O:3][C:4](=[O:31])[C:5]1[CH:10]=[C:9]([C:11]#[N:12])[C:8]([N:13]2[CH2:16][CH:15]([C:17]([NH:19][S:20]([CH2:23][C:24]3[CH:29]=[CH:28][CH:27]=[CH:26][CH:25]=3)(=[O:22])=[O:21])=[O:18])[CH2:14]2)=[N:7][C:6]=1[CH3:30])[CH3:2].CS(C)=O.[H-].[Na+].CCOC(C)=O.C(O)[C:45]1[CH:50]=[CH:49]C=[CH:47][CH:46]=1. Product: [CH2:23]([S:20]([NH:19][C:17]([CH:15]1[CH2:14][N:13]([C:8]2[C:9]([C:11]#[N:12])=[CH:10][C:5]([C:4]([O:3][CH2:1][C:2]3[CH:49]=[CH:50][CH:45]=[CH:46][CH:47]=3)=[O:31])=[C:6]([CH3:30])[N:7]=2)[CH2:16]1)=[O:18])(=[O:21])=[O:22])[C:24]1[CH:25]=[CH:26][CH:27]=[CH:28][CH:29]=1. The catalyst class is: 52. (2) Reactant: [OH-:1].[K+].Cl.[NH2:4]O.[CH3:6][C:7]1([C:12]2[CH:19]=[CH:18][C:15]([C:16]#[N:17])=[CH:14][CH:13]=2)[O:11][CH2:10][CH2:9][O:8]1. Product: [OH:1][NH:17][C:16]([C:15]1[CH:18]=[CH:19][C:12]([C:7]2([CH3:6])[O:8][CH2:9][CH2:10][O:11]2)=[CH:13][CH:14]=1)=[NH:4]. The catalyst class is: 5. (3) Reactant: [CH3:1][O:2][C:3]1[CH:4]=[C:5]([NH:9][C:10](=O)[CH2:11][O:12][C:13]2[CH:18]=[CH:17][C:16]([O:19][C:20]3[C:29]4[C:24](=[CH:25][C:26]([O:32][CH3:33])=[C:27]([O:30][CH3:31])[CH:28]=4)[N:23]=[CH:22][CH:21]=3)=[CH:15][CH:14]=2)[CH:6]=[CH:7][CH:8]=1.Cl.[OH-].[Na+]. Product: [CH3:31][O:30][C:27]1[CH:28]=[C:29]2[C:24](=[CH:25][C:26]=1[O:32][CH3:33])[N:23]=[CH:22][CH:21]=[C:20]2[O:19][C:16]1[CH:15]=[CH:14][C:13]([O:12][CH2:11][CH2:10][NH:9][C:5]2[CH:6]=[CH:7][CH:8]=[C:3]([O:2][CH3:1])[CH:4]=2)=[CH:18][CH:17]=1. The catalyst class is: 7. (4) Reactant: [F:1][C:2]([F:27])([F:26])[C:3]1[CH:4]=[CH:5][C:6]([O:9][C@H:10]2[CH2:25][N:13]3[CH2:14][CH2:15][N:16](C(OC(C)(C)C)=O)[CH2:17][C@@H:12]3[CH2:11]2)=[N:7][CH:8]=1.C(N(CC)CC)C.[F:35][C:36]([F:48])([F:47])[C:37]1[CH:42]=[CH:41][C:40]([S:43](Cl)(=[O:45])=[O:44])=[CH:39][CH:38]=1. Product: [F:48][C:36]([F:35])([F:47])[C:37]1[CH:38]=[CH:39][C:40]([S:43]([N:16]2[CH2:15][CH2:14][N:13]3[CH2:25][C@H:10]([O:9][C:6]4[CH:5]=[CH:4][C:3]([C:2]([F:1])([F:27])[F:26])=[CH:8][N:7]=4)[CH2:11][C@H:12]3[CH2:17]2)(=[O:45])=[O:44])=[CH:41][CH:42]=1. The catalyst class is: 281. (5) Reactant: [Br:1][C:2]1[C:3]([F:12])=[C:4]2[C:10]([NH2:11])=[CH:9][NH:8][C:5]2=[N:6][CH:7]=1.[CH3:13][O:14][C@H:15]([CH3:19])[C:16](O)=[O:17].C1N(P(Cl)(N2C(=O)OCC2)=O)C(=O)OC1.C(N(CC)CC)C.[Li+].[OH-]. Product: [Br:1][C:2]1[C:3]([F:12])=[C:4]2[C:10]([NH:11][C:16](=[O:17])[C@H:15]([O:14][CH3:13])[CH3:19])=[CH:9][NH:8][C:5]2=[N:6][CH:7]=1. The catalyst class is: 34. (6) Reactant: [CH2:1]([O:7][C:8]([NH:10][C@H:11]([C@@H:15]([OH:17])[CH3:16])[C:12]([OH:14])=O)=[O:9])[CH2:2][CH2:3][CH2:4][CH2:5][CH3:6].CCN(CC)CC.CN(C(ON1N=NC2C=CC=CC1=2)=[N+](C)C)C.[B-](F)(F)(F)F. Product: [CH2:1]([O:7][C:8](=[O:9])[NH:10][C@H:11]1[C:12](=[O:14])[O:17][C@H:15]1[CH3:16])[CH2:2][CH2:3][CH2:4][CH2:5][CH3:6]. The catalyst class is: 2.